From a dataset of Catalyst prediction with 721,799 reactions and 888 catalyst types from USPTO. Predict which catalyst facilitates the given reaction. (1) Reactant: FC(F)(F)C(O)=O.[CH3:8][CH:9]([O:11][C:12]1[C:17]([C:18]#[N:19])=[CH:16][C:15]([C:20]2[O:24][N:23]=[C:22]([C:25]3[C:26]([CH3:35])=[C:27]4[C:32](=[CH:33][CH:34]=3)[CH2:31][NH:30][CH2:29][CH2:28]4)[N:21]=2)=[CH:14][N:13]=1)[CH3:10].[CH3:36][C:37]([O:40][C:41]([NH:43][C@H:44]([C:48](O)=[O:49])[C@@H:45]([CH3:47])[OH:46])=[O:42])([CH3:39])[CH3:38].CCN(C(C)C)C(C)C.CN(C(ON1N=NC2C=CC=NC1=2)=[N+](C)C)C.F[P-](F)(F)(F)(F)F. Product: [C:18]([C:17]1[CH:16]=[C:15]([C:20]2[O:24][N:23]=[C:22]([C:25]3[C:26]([CH3:35])=[C:27]4[C:32](=[CH:33][CH:34]=3)[CH2:31][N:30]([C:48]([C@@H:44]([NH:43][C:41](=[O:42])[O:40][C:37]([CH3:39])([CH3:38])[CH3:36])[C@H:45]([OH:46])[CH3:47])=[O:49])[CH2:29][CH2:28]4)[N:21]=2)[CH:14]=[N:13][C:12]=1[O:11][CH:9]([CH3:8])[CH3:10])#[N:19]. The catalyst class is: 3. (2) Reactant: [Cl:1][C:2]1[C:11]([CH2:12][C:13]([F:16])([F:15])[F:14])=[C:10](Cl)[C:9]2[C:4](=[CH:5][CH:6]=[C:7]([C:18]([C:26]3[C:27]([CH3:33])=[N:28][C:29]([CH3:32])=[CH:30][CH:31]=3)([C:20]3[N:24]([CH3:25])[N:23]=[N:22][CH:21]=3)[OH:19])[CH:8]=2)[N:3]=1.[NH:34]1[CH2:37][CH2:36][CH2:35]1.CN(C=O)C. Product: [N:34]1([C:10]2[C:9]3[C:4](=[CH:5][CH:6]=[C:7]([C:18]([C:26]4[C:27]([CH3:33])=[N:28][C:29]([CH3:32])=[CH:30][CH:31]=4)([C:20]4[N:24]([CH3:25])[N:23]=[N:22][CH:21]=4)[OH:19])[CH:8]=3)[N:3]=[C:2]([Cl:1])[C:11]=2[CH2:12][C:13]([F:15])([F:16])[F:14])[CH2:37][CH2:36][CH2:35]1. The catalyst class is: 25.